Dataset: Full USPTO retrosynthesis dataset with 1.9M reactions from patents (1976-2016). Task: Predict the reactants needed to synthesize the given product. (1) Given the product [OH:30][C:27]1[CH:28]=[CH:29][C:24]([CH2:23][CH2:22][NH:21][C:8]([C:10]2([CH3:15])[CH2:14][S:13][S:12][CH2:11]2)=[O:9])=[CH:25][C:26]=1[O:31][CH3:32], predict the reactants needed to synthesize it. The reactants are: OC1C=CC(CN[C:8]([C:10]2([CH3:15])[CH2:14][S:13][S:12][CH2:11]2)=[O:9])=CC=1OC.Cl.[NH2:21][CH2:22][CH2:23][C:24]1[CH:29]=[CH:28][C:27]([OH:30])=[C:26]([O:31][CH3:32])[CH:25]=1. (2) Given the product [CH3:19][C:8]1([CH3:20])[C:7]2[CH:6]=[C:5]3[NH:21][C:2]([NH:1][C:29]([NH:28][C:22]4[CH:27]=[CH:26][CH:25]=[CH:24][CH:23]=4)=[O:30])=[N:3][C:4]3=[CH:12][C:11]=2[N:10]([CH2:13][CH2:14][CH2:15][CH2:16][CH3:17])[C:9]1=[O:18], predict the reactants needed to synthesize it. The reactants are: [NH2:1][C:2]1[NH:21][C:5]2=[CH:6][C:7]3[C:8]([CH3:20])([CH3:19])[C:9](=[O:18])[N:10]([CH2:13][CH2:14][CH2:15][CH2:16][CH3:17])[C:11]=3[CH:12]=[C:4]2[N:3]=1.[C:22]1([N:28]=[C:29]=[O:30])[CH:27]=[CH:26][CH:25]=[CH:24][CH:23]=1. (3) Given the product [CH3:1][CH:2]([CH3:21])[C@H:3]([NH:11][C:12]([O:14][CH:15]1[CH2:20][CH2:19][O:18][CH2:17][CH2:16]1)=[O:13])[C:4]([OH:6])=[O:5], predict the reactants needed to synthesize it. The reactants are: [CH3:1][CH:2]([CH3:21])[C@H:3]([NH:11][C:12]([O:14][CH:15]1[CH2:20][CH2:19][O:18][CH2:17][CH2:16]1)=[O:13])[C:4]([O:6]C(C)(C)C)=[O:5].Cl.O1CCOCC1. (4) Given the product [C:27]1([C:37]([NH:1][CH2:2][C@H:3]2[CH2:4][CH2:5][C@H:6]([CH2:9][NH:10][C:11](=[O:17])[O:12][C:13]([CH3:14])([CH3:16])[CH3:15])[CH2:7][CH2:8]2)=[O:38])[C:36]2[C:31](=[CH:32][CH:33]=[CH:34][CH:35]=2)[CH:30]=[CH:29][CH:28]=1, predict the reactants needed to synthesize it. The reactants are: [NH2:1][CH2:2][C@H:3]1[CH2:8][CH2:7][C@H:6]([CH2:9][NH:10][C:11](=[O:17])[O:12][C:13]([CH3:16])([CH3:15])[CH3:14])[CH2:5][CH2:4]1.CCN(C(C)C)C(C)C.[C:27]1([C:37](Cl)=[O:38])[C:36]2[C:31](=[CH:32][CH:33]=[CH:34][CH:35]=2)[CH:30]=[CH:29][CH:28]=1. (5) Given the product [NH2:1][C:4]1[CH:12]=[CH:11][C:10]([N:13]2[CH2:14][CH2:15][O:16][CH2:17][CH2:18]2)=[CH:9][C:5]=1[C:6]([OH:8])=[O:7], predict the reactants needed to synthesize it. The reactants are: [N+:1]([C:4]1[CH:12]=[CH:11][C:10]([N:13]2[CH2:18][CH2:17][O:16][CH2:15][CH2:14]2)=[CH:9][C:5]=1[C:6]([OH:8])=[O:7])([O-])=O.C1CCCCC=1.